From a dataset of Full USPTO retrosynthesis dataset with 1.9M reactions from patents (1976-2016). Predict the reactants needed to synthesize the given product. Given the product [C:46]1([NH:45][C:43]([N:40]2[CH2:41][CH2:42][CH:37]([S:36][C:33]3[CH:34]=[CH:35][C:30]([CH2:29][CH2:28][NH:27][CH2:26][C@H:25]([OH:52])[CH2:24][O:23][C:22]4[CH:53]=[CH:54][C:19]([OH:18])=[CH:20][CH:21]=4)=[CH:31][CH:32]=3)[CH2:38][CH2:39]2)=[O:44])[CH:47]=[CH:48][CH:49]=[CH:50][CH:51]=1, predict the reactants needed to synthesize it. The reactants are: [Si]([O:18][C:19]1[CH:54]=[CH:53][C:22]([O:23][CH2:24][C@@H:25]([OH:52])[CH2:26][NH:27][CH2:28][CH2:29][C:30]2[CH:35]=[CH:34][C:33]([S:36][CH:37]3[CH2:42][CH2:41][N:40]([C:43]([NH:45][C:46]4[CH:51]=[CH:50][CH:49]=[CH:48][CH:47]=4)=[O:44])[CH2:39][CH2:38]3)=[CH:32][CH:31]=2)=[CH:21][CH:20]=1)(C(C)(C)C)(C1C=CC=CC=1)C1C=CC=CC=1.